This data is from Reaction yield outcomes from USPTO patents with 853,638 reactions. The task is: Predict the reaction yield, written as a fraction of the theoretical maximum amount of product (1.0 means a 100% yield; for example, 0.34 means a 34% yield). (1) The reactants are ClC1C=CC=CC=1C(NC1C=CC2CCC3C(C(N)=O)=[N:15][N:16]([C:18]4[CH:23]=[CH:22][C:21]([S:24]([CH:27]([CH3:29])[CH3:28])(=[O:26])=[O:25])=[CH:20][CH:19]=4)C=3C=2C=1)=O.N#N.NN. The catalyst is C(O)C. The product is [CH:27]([S:24]([C:21]1[CH:22]=[CH:23][C:18]([NH:16][NH2:15])=[CH:19][CH:20]=1)(=[O:26])=[O:25])([CH3:29])[CH3:28]. The yield is 0.380. (2) The reactants are [NH2:1][C:2]1[N:3]=[C:4]2[CH:9]=[CH:8][C:7]([O:10][C:11]3[CH:12]=[C:13]([NH:17][C:18](=[O:30])[C:19]4[CH:24]=[CH:23][CH:22]=[C:21]([C:25]5([C:28]#[N:29])[CH2:27][CH2:26]5)[CH:20]=4)[CH:14]=[CH:15][CH:16]=3)=[N:6][N:5]2[CH:31]=1.[N:32]1[CH:37]=[CH:36][C:35]([C:38](O)=[O:39])=[CH:34][CH:33]=1.C(Cl)(=O)C(Cl)=O.O1CCCC1. The catalyst is CN(C)C=O.CN1CCCC1=O. The product is [C:28]([C:25]1([C:21]2[CH:20]=[C:19]([CH:24]=[CH:23][CH:22]=2)[C:18]([NH:17][C:13]2[CH:12]=[C:11]([CH:16]=[CH:15][CH:14]=2)[O:10][C:7]2[CH:8]=[CH:9][C:4]3[N:5]([CH:31]=[C:2]([NH:1][C:38](=[O:39])[C:35]4[CH:36]=[CH:37][N:32]=[CH:33][CH:34]=4)[N:3]=3)[N:6]=2)=[O:30])[CH2:27][CH2:26]1)#[N:29]. The yield is 0.590. (3) The reactants are [F:1][C:2]1[CH:7]=[CH:6][CH:5]=[CH:4][C:3]=1[CH2:8][C:9]([OH:11])=[O:10].[C:12]1([C@@H:18](O)[CH3:19])[CH:17]=[CH:16][CH:15]=[CH:14][CH:13]=1.CCN=C=NCCCN(C)C. The catalyst is CN(C1C=CN=CC=1)C.C(Cl)Cl. The product is [F:1][C:2]1[CH:7]=[CH:6][CH:5]=[CH:4][C:3]=1[CH2:8][C:9]([O:11][C@H:18]([C:12]1[CH:17]=[CH:16][CH:15]=[CH:14][CH:13]=1)[CH3:19])=[O:10]. The yield is 0.920. (4) The reactants are C(O[C:5]1[C:10]([F:11])=[CH:9][C:8]([C:12]2[S:13][C:14]([C:17]3[N:18]=[C:19]4[C:24]([Cl:25])=[CH:23][C:22]([C:26]([F:29])([F:28])[F:27])=[CH:21][N:20]4[CH:30]=3)=[N:15][N:16]=2)=[C:7]([Cl:31])[CH:6]=1)C=C.[OH2:32].C[N+]1([O-])CC[O:37]CC1.[CH3:41][C:42]([CH3:44])=[O:43]. The catalyst is O=[Os](=O)(=O)=O. The product is [Cl:31][C:7]1[C:8]([C:12]2[S:13][C:14]([C:17]3[N:18]=[C:19]4[C:24]([Cl:25])=[CH:23][C:22]([C:26]([F:29])([F:27])[F:28])=[CH:21][N:20]4[CH:30]=3)=[N:15][N:16]=2)=[CH:9][C:10]([F:11])=[C:5]([CH:6]=1)[O:32][CH2:41][CH:42]([OH:43])[CH2:44][OH:37]. The yield is 0.700. (5) The reactants are [F:8][C:7]([F:10])([F:9])[C:6](O[C:6](=[O:11])[C:7]([F:10])([F:9])[F:8])=[O:11].[NH2:14][C:15]1[CH:23]=[CH:22][C:18]([C:19]([OH:21])=[O:20])=[CH:17][C:16]=1[C:24]([O:26][CH3:27])=[O:25].[CH3:28]CCCC.C(OCC)C. The catalyst is ClCCl. The product is [CH3:27][O:26][C:24]([C:16]1[CH:17]=[C:18]([CH:22]=[CH:23][C:15]=1[NH:14][C:6](=[O:11])[C:7]([F:8])([F:9])[F:10])[C:19]([O:21][CH3:28])=[O:20])=[O:25]. The yield is 0.990. (6) The product is [C:23]([C:25]1[CH:30]=[C:29]([S:8]([C:5]2[CH:6]=[CH:7][C:2]([CH3:1])=[C:3]([S:11]([NH:14][CH2:15][CH2:16][C:17]3[CH:22]=[CH:21][CH:20]=[CH:19][N:18]=3)(=[O:13])=[O:12])[CH:4]=2)(=[O:10])=[O:9])[CH:28]=[CH:27][CH:26]=1)#[N:24]. The yield is 0.0500. The reactants are [CH3:1][C:2]1[CH:7]=[CH:6][C:5]([S:8]([OH:10])=[O:9])=[CH:4][C:3]=1[S:11]([NH:14][CH2:15][CH2:16][C:17]1[CH:22]=[CH:21][CH:20]=[CH:19][N:18]=1)(=[O:13])=[O:12].[C:23]([C:25]1[CH:26]=[C:27](B(O)O)[CH:28]=[CH:29][CH:30]=1)#[N:24].C(=O)([O-])[O-].[K+].[K+]. The catalyst is CS(C)=O.C([O-])(=O)C.[Cu+2].C([O-])(=O)C. (7) The reactants are [F:1][C:2]([F:30])([F:29])[C@H:3]([N:7]1[CH:11]=[C:10]([C:12]2[C:13]3[CH:20]=[CH:19][N:18]([CH2:21][O:22][CH2:23][CH2:24][Si:25]([CH3:28])([CH3:27])[CH3:26])[C:14]=3[N:15]=[CH:16][N:17]=2)[CH:9]=[N:8]1)[CH2:4][C:5]#N.[H-].C([Al+]CC(C)C)C(C)C.C[OH:42].Cl. The catalyst is C(Cl)Cl.O. The product is [F:1][C:2]([F:29])([F:30])[C@H:3]([N:7]1[CH:11]=[C:10]([C:12]2[C:13]3[CH:20]=[CH:19][N:18]([CH2:21][O:22][CH2:23][CH2:24][Si:25]([CH3:26])([CH3:27])[CH3:28])[C:14]=3[N:15]=[CH:16][N:17]=2)[CH:9]=[N:8]1)[CH2:4][CH:5]=[O:42]. The yield is 0.470. (8) The reactants are [CH3:1][O:2][C:3]1[CH:4]=[C:5]2[C:10](=[CH:11][C:12]=1[O:13][CH3:14])[N:9]=[CH:8][N:7]=[C:6]2[S:15][C:16]1[CH:17]=[C:18]([CH:20]=[CH:21][CH:22]=1)[NH2:19].[C:23]([C:27]1[CH:31]=[C:30]([NH:32][C:33](=O)[O:34]C2C=CC=CC=2)[N:29]([C:42]2[CH:43]=[C:44]([CH3:48])[CH:45]=[CH:46][CH:47]=2)[N:28]=1)([CH3:26])([CH3:25])[CH3:24]. No catalyst specified. The product is [C:23]([C:27]1[CH:31]=[C:30]([NH:32][C:33]([NH:19][C:18]2[CH:20]=[CH:21][CH:22]=[C:16]([S:15][C:6]3[C:5]4[C:10](=[CH:11][C:12]([O:13][CH3:14])=[C:3]([O:2][CH3:1])[CH:4]=4)[N:9]=[CH:8][N:7]=3)[CH:17]=2)=[O:34])[N:29]([C:42]2[CH:43]=[C:44]([CH3:48])[CH:45]=[CH:46][CH:47]=2)[N:28]=1)([CH3:26])([CH3:25])[CH3:24]. The yield is 0.850.